Dataset: Forward reaction prediction with 1.9M reactions from USPTO patents (1976-2016). Task: Predict the product of the given reaction. Given the reactants [CH3:1][C:2]1[CH:11]=[CH:10][C:5]([C:6]([O:8]C)=[O:7])=[CH:4][C:3]=1[C:12]1[CH:13]=[C:14]2[C:19](=[CH:20][CH:21]=1)[C:18]([CH:22]([CH3:27])[C:23]([F:26])([F:25])[F:24])=[N:17][N:16]=[CH:15]2, predict the reaction product. The product is: [CH3:1][C:2]1[CH:11]=[CH:10][C:5]([C:6]([OH:8])=[O:7])=[CH:4][C:3]=1[C:12]1[CH:13]=[C:14]2[C:19](=[CH:20][CH:21]=1)[C:18]([CH:22]([CH3:27])[C:23]([F:26])([F:24])[F:25])=[N:17][N:16]=[CH:15]2.